From a dataset of NCI-60 drug combinations with 297,098 pairs across 59 cell lines. Regression. Given two drug SMILES strings and cell line genomic features, predict the synergy score measuring deviation from expected non-interaction effect. (1) Drug 1: C1=C(C(=O)NC(=O)N1)N(CCCl)CCCl. Drug 2: CCCCC(=O)OCC(=O)C1(CC(C2=C(C1)C(=C3C(=C2O)C(=O)C4=C(C3=O)C=CC=C4OC)O)OC5CC(C(C(O5)C)O)NC(=O)C(F)(F)F)O. Cell line: U251. Synergy scores: CSS=23.7, Synergy_ZIP=-4.57, Synergy_Bliss=-4.10, Synergy_Loewe=-2.37, Synergy_HSA=-2.63. (2) Drug 1: C1=NC2=C(N=C(N=C2N1C3C(C(C(O3)CO)O)F)Cl)N. Drug 2: CNC(=O)C1=NC=CC(=C1)OC2=CC=C(C=C2)NC(=O)NC3=CC(=C(C=C3)Cl)C(F)(F)F. Cell line: DU-145. Synergy scores: CSS=9.99, Synergy_ZIP=-2.61, Synergy_Bliss=0.295, Synergy_Loewe=-93.3, Synergy_HSA=-0.739. (3) Drug 1: CCC1(CC2CC(C3=C(CCN(C2)C1)C4=CC=CC=C4N3)(C5=C(C=C6C(=C5)C78CCN9C7C(C=CC9)(C(C(C8N6C)(C(=O)OC)O)OC(=O)C)CC)OC)C(=O)OC)O.OS(=O)(=O)O. Drug 2: CN(CC1=CN=C2C(=N1)C(=NC(=N2)N)N)C3=CC=C(C=C3)C(=O)NC(CCC(=O)O)C(=O)O. Cell line: RXF 393. Synergy scores: CSS=22.3, Synergy_ZIP=-2.32, Synergy_Bliss=2.81, Synergy_Loewe=-0.291, Synergy_HSA=3.80. (4) Drug 1: COC1=CC(=CC(=C1O)OC)C2C3C(COC3=O)C(C4=CC5=C(C=C24)OCO5)OC6C(C(C7C(O6)COC(O7)C8=CC=CS8)O)O. Drug 2: CC=C1C(=O)NC(C(=O)OC2CC(=O)NC(C(=O)NC(CSSCCC=C2)C(=O)N1)C(C)C)C(C)C. Cell line: MALME-3M. Synergy scores: CSS=83.1, Synergy_ZIP=11.7, Synergy_Bliss=13.0, Synergy_Loewe=13.2, Synergy_HSA=16.6. (5) Drug 1: CC1=C(C(=O)C2=C(C1=O)N3CC4C(C3(C2COC(=O)N)OC)N4)N. Drug 2: B(C(CC(C)C)NC(=O)C(CC1=CC=CC=C1)NC(=O)C2=NC=CN=C2)(O)O. Cell line: M14. Synergy scores: CSS=67.1, Synergy_ZIP=-2.70, Synergy_Bliss=-3.34, Synergy_Loewe=-6.27, Synergy_HSA=-1.73. (6) Drug 1: C1CN1P(=S)(N2CC2)N3CC3. Drug 2: C1=CC=C(C=C1)NC(=O)CCCCCCC(=O)NO. Cell line: LOX IMVI. Synergy scores: CSS=19.3, Synergy_ZIP=-4.73, Synergy_Bliss=3.06, Synergy_Loewe=0.529, Synergy_HSA=4.20. (7) Drug 1: C1CN1C2=NC(=NC(=N2)N3CC3)N4CC4. Drug 2: CN(C)N=NC1=C(NC=N1)C(=O)N. Cell line: A498. Synergy scores: CSS=21.9, Synergy_ZIP=-8.49, Synergy_Bliss=-9.48, Synergy_Loewe=14.1, Synergy_HSA=-7.99. (8) Drug 1: C1=NC2=C(N=C(N=C2N1C3C(C(C(O3)CO)O)F)Cl)N. Drug 2: CC1CCCC2(C(O2)CC(NC(=O)CC(C(C(=O)C(C1O)C)(C)C)O)C(=CC3=CSC(=N3)C)C)C. Cell line: K-562. Synergy scores: CSS=56.2, Synergy_ZIP=-2.89, Synergy_Bliss=-2.84, Synergy_Loewe=-9.35, Synergy_HSA=-2.62. (9) Drug 1: CS(=O)(=O)C1=CC(=C(C=C1)C(=O)NC2=CC(=C(C=C2)Cl)C3=CC=CC=N3)Cl. Drug 2: C1=NNC2=C1C(=O)NC=N2. Cell line: HCT-15. Synergy scores: CSS=2.26, Synergy_ZIP=-1.71, Synergy_Bliss=-3.30, Synergy_Loewe=-9.70, Synergy_HSA=-6.34. (10) Drug 1: CN1CCC(CC1)COC2=C(C=C3C(=C2)N=CN=C3NC4=C(C=C(C=C4)Br)F)OC. Drug 2: CC1=C(C(=O)C2=C(C1=O)N3CC4C(C3(C2COC(=O)N)OC)N4)N. Cell line: LOX IMVI. Synergy scores: CSS=36.0, Synergy_ZIP=-1.49, Synergy_Bliss=-1.40, Synergy_Loewe=-0.419, Synergy_HSA=0.867.